This data is from Reaction yield outcomes from USPTO patents with 853,638 reactions. The task is: Predict the reaction yield, written as a fraction of the theoretical maximum amount of product (1.0 means a 100% yield; for example, 0.34 means a 34% yield). (1) The reactants are [CH3:1][C:2]1([CH3:10])[O:7][CH:6]([CH2:8][OH:9])[CH2:5][O:4][CH2:3]1.[CH3:11][S:12](Cl)(=[O:14])=[O:13].C([O-])(O)=O.[Na+]. The catalyst is C(Cl)Cl. The product is [CH3:11][S:12]([O:9][CH2:8][CH:6]1[CH2:5][O:4][CH2:3][C:2]([CH3:10])([CH3:1])[O:7]1)(=[O:14])=[O:13]. The yield is 0.980. (2) The reactants are Cl.[N+:2]([C:5]1[CH:14]=[C:13]2[C:8]([CH2:9][CH2:10][NH:11][CH2:12]2)=[CH:7][CH:6]=1)([O-:4])=[O:3].C(N(CC)CC)C.[C:22](O[C:22]([O:24][C:25]([CH3:28])([CH3:27])[CH3:26])=[O:23])([O:24][C:25]([CH3:28])([CH3:27])[CH3:26])=[O:23]. The catalyst is ClCCl. The product is [N+:2]([C:5]1[CH:14]=[C:13]2[C:8]([CH2:9][CH2:10][N:11]([C:22]([O:24][C:25]([CH3:28])([CH3:27])[CH3:26])=[O:23])[CH2:12]2)=[CH:7][CH:6]=1)([O-:4])=[O:3]. The yield is 1.04. (3) The reactants are [NH2:1][C:2]1[N:7]=[CH:6][N:5]=[C:4]2[N:8]([C@@H:26]3[CH2:31][CH2:30][CH2:29][N:28](C(OC(C)(C)C)=O)[CH2:27]3)[N:9]=[C:10]([C:11]3[CH:16]=[CH:15][C:14]([O:17][C:18]4[CH:23]=[C:22]([F:24])[CH:21]=[C:20]([F:25])[CH:19]=4)=[CH:13][CH:12]=3)[C:3]=12.FC(F)(F)C(O)=O. The catalyst is ClCCl. The product is [F:25][C:20]1[CH:19]=[C:18]([CH:23]=[C:22]([F:24])[CH:21]=1)[O:17][C:14]1[CH:15]=[CH:16][C:11]([C:10]2[C:3]3[C:4](=[N:5][CH:6]=[N:7][C:2]=3[NH2:1])[N:8]([C@@H:26]3[CH2:31][CH2:30][CH2:29][NH:28][CH2:27]3)[N:9]=2)=[CH:12][CH:13]=1. The yield is 0.760. (4) The reactants are C(OC([N:8]=[C:9]1[N:13]([CH:14]([CH3:20])[C:15]([O:17][CH2:18][CH3:19])=[O:16])[C:12]2[CH:21]=[CH:22][CH:23]=[CH:24][C:11]=2[S:10]1)=O)(C)(C)C.Cl. The catalyst is C(OCC)(=O)C. The product is [NH:8]=[C:9]1[N:13]([CH:14]([CH3:20])[C:15]([O:17][CH2:18][CH3:19])=[O:16])[C:12]2[CH:21]=[CH:22][CH:23]=[CH:24][C:11]=2[S:10]1. The yield is 0.920. (5) The reactants are [CH3:1][O:2][C:3]1[CH:8]=[CH:7][C:6]([C:9]2[C:17]3[C:12](=[CH:13][CH:14]=[C:15]([NH:18][C:19]([C:21]4[CH:30]=[CH:29][C:24]([C:25]([O:27][CH3:28])=[O:26])=[CH:23][CH:22]=4)=[O:20])[CH:16]=3)[N:11](C3CCCCO3)[N:10]=2)=[CH:5][CH:4]=1.C(=O)(O)[O-].[Na+]. The catalyst is O1CCCC1.Cl. The product is [CH3:1][O:2][C:3]1[CH:4]=[CH:5][C:6]([C:9]2[C:17]3[C:12](=[CH:13][CH:14]=[C:15]([NH:18][C:19]([C:21]4[CH:30]=[CH:29][C:24]([C:25]([O:27][CH3:28])=[O:26])=[CH:23][CH:22]=4)=[O:20])[CH:16]=3)[NH:11][N:10]=2)=[CH:7][CH:8]=1. The yield is 1.00. (6) The reactants are F[C:2]1[CH:9]=[C:8]([F:10])[CH:7]=[C:6]([F:11])[C:3]=1[C:4]#[N:5].[CH3:12][C:13]1([CH3:21])[O:17][C@H:16]([CH2:18][CH2:19][OH:20])[CH2:15][O:14]1.[H-].[Na+].O. The catalyst is C1COCC1. The product is [CH3:12][C:13]1([CH3:21])[O:17][C@H:16]([CH2:18][CH2:19][O:20][C:2]2[CH:9]=[C:8]([F:10])[CH:7]=[C:6]([F:11])[C:3]=2[C:4]#[N:5])[CH2:15][O:14]1. The yield is 0.578.